Dataset: Catalyst prediction with 721,799 reactions and 888 catalyst types from USPTO. Task: Predict which catalyst facilitates the given reaction. Reactant: [NH2:1][C:2]1[CH:11]=[CH:10][C:9]([I:12])=[CH:8][C:3]=1[C:4]([O:6][CH3:7])=[O:5].C(Cl)Cl.CCN(C(C)C)C(C)C.Cl[C:26](=[O:34])[CH2:27][CH2:28][C:29]([O:31][CH2:32][CH3:33])=[O:30]. Product: [CH3:7][O:6][C:4](=[O:5])[C:3]1[CH:8]=[C:9]([I:12])[CH:10]=[CH:11][C:2]=1[NH:1][C:26](=[O:34])[CH2:27][CH2:28][C:29]([O:31][CH2:32][CH3:33])=[O:30]. The catalyst class is: 850.